This data is from Forward reaction prediction with 1.9M reactions from USPTO patents (1976-2016). The task is: Predict the product of the given reaction. (1) Given the reactants [F:1][B-:2]([F:5])([F:4])[F:3].C([O+](CC)CC)C.[Br-].[CH3:14][N:15]([CH3:23])[C:16]([N:20]([CH3:22])[CH3:21])=[NH+:17][CH2:18][CH3:19], predict the reaction product. The product is: [F:1][B-:2]([F:5])([F:4])[F:3].[CH3:14][N:15]([CH3:23])[C:16]([N:20]([CH3:22])[CH3:21])=[NH+:17][CH2:18][CH3:19]. (2) Given the reactants C[O:2][C:3]([C@H:5]1[CH2:10][N:9]([C:11]([O:13][C:14]([CH3:17])([CH3:16])[CH3:15])=[O:12])[CH2:8][CH2:7][N:6]1[C:18]([O:20][C:21]([CH3:24])([CH3:23])[CH3:22])=[O:19])=[O:4].[OH-].[K+], predict the reaction product. The product is: [C:21]([O:20][C:18]([N:6]1[CH2:7][CH2:8][N:9]([C:11]([O:13][C:14]([CH3:17])([CH3:16])[CH3:15])=[O:12])[CH2:10][C@@H:5]1[C:3]([OH:4])=[O:2])=[O:19])([CH3:24])([CH3:22])[CH3:23]. (3) Given the reactants [F:1][C:2]1[CH:3]=[C:4]([CH:15]=[C:16]([N+:18]([O-])=O)[CH:17]=1)[O:5][C@@H:6]1[CH2:11][CH2:10][CH2:9][N:8]([C:12](=[O:14])[CH3:13])[CH2:7]1.FC1C=C(C=C(F)C=1)O[C@@H]1CCCN(C(=O)C)C1.C([O-])=O.[NH4+].CC(C)=O, predict the reaction product. The product is: [NH2:18][C:16]1[CH:15]=[C:4]([CH:3]=[C:2]([F:1])[CH:17]=1)[O:5][C@@H:6]1[CH2:11][CH2:10][CH2:9][N:8]([C:12](=[O:14])[CH3:13])[CH2:7]1. (4) Given the reactants [C:1]([O:9][C:10]1[CH:15]=[C:14]([OH:16])[C:13]([NH:17][C:18](=[O:25])[C:19]2[CH:24]=[CH:23][CH:22]=[CH:21][CH:20]=2)=[CH:12][C:11]=1[Cl:26])(=[O:8])[C:2]1[CH:7]=[CH:6][CH:5]=[CH:4][CH:3]=1.[N+](C1C=C(S(O[CH2:40][C@:41]2(C)[CH2:43][O:42]2)(=O)=O)C=CC=1)([O-])=O.CN(C=O)C, predict the reaction product. The product is: [C:1]([O:9][C:10]1[CH:15]=[C:14]([O:16][CH2:40][C@@H:41]2[CH2:43][O:42]2)[C:13]([NH:17][C:18](=[O:25])[C:19]2[CH:20]=[CH:21][CH:22]=[CH:23][CH:24]=2)=[CH:12][C:11]=1[Cl:26])(=[O:8])[C:2]1[CH:7]=[CH:6][CH:5]=[CH:4][CH:3]=1. (5) Given the reactants [NH2:1][C:2]1[N:10]=[CH:9][CH:8]=[CH:7][C:3]=1[C:4]([OH:6])=O.[CH:11]([NH2:13])=O, predict the reaction product. The product is: [N:1]1[C:2]2[N:10]=[CH:9][CH:8]=[CH:7][C:3]=2[C:4]([OH:6])=[N:13][CH:11]=1.